This data is from Forward reaction prediction with 1.9M reactions from USPTO patents (1976-2016). The task is: Predict the product of the given reaction. (1) Given the reactants [CH2:1]([O:3][C:4]([C:6]1[S:7][C:8]2[N:9]=[C:10](Cl)[C:11]([C:29]#[N:30])=[C:12]3[C:17]=2[C:16]=1[NH:15][C:14](=[O:18])[N:13]3[C:19]1[C:27]2[O:26][CH2:25][O:24][C:23]=2[CH:22]=[CH:21][C:20]=1[Cl:28])=[O:5])[CH3:2].[CH3:32][Sn](C)(C)C, predict the reaction product. The product is: [CH2:1]([O:3][C:4]([C:6]1[S:7][C:8]2[N:9]=[C:10]([CH3:32])[C:11]([C:29]#[N:30])=[C:12]3[C:17]=2[C:16]=1[NH:15][C:14](=[O:18])[N:13]3[C:19]1[C:27]2[O:26][CH2:25][O:24][C:23]=2[CH:22]=[CH:21][C:20]=1[Cl:28])=[O:5])[CH3:2]. (2) Given the reactants [Br:1][C:2]1[CH:7]=[C:6]([N+:8]([O-:10])=[O:9])[CH:5]=[C:4]([CH2:11]Br)[CH:3]=1.[C-:13]#[N:14].[K+], predict the reaction product. The product is: [Br:1][C:2]1[CH:3]=[C:4]([CH2:11][C:13]#[N:14])[CH:5]=[C:6]([N+:8]([O-:10])=[O:9])[CH:7]=1. (3) Given the reactants P(CCCC)(CCCC)CCCC.C1CCN(C(N=NC(N2CCCCC2)=O)=O)CC1.[OH:32][C:33]1[CH:38]=[CH:37][C:36]([C:39]2[CH:46]=[CH:45][C:42]([C:43]#[N:44])=[CH:41][N:40]=2)=[CH:35][CH:34]=1.O[CH2:48][C@@H:49]1[C@@H:54]([NH:55][C:56](=[O:62])[O:57][C:58]([CH3:61])([CH3:60])[CH3:59])[CH2:53][CH2:52][O:51][CH2:50]1.[OH-].[Na+], predict the reaction product. The product is: [C:43]([C:42]1[CH:45]=[CH:46][C:39]([C:36]2[CH:35]=[CH:34][C:33]([O:32][CH2:48][C@@H:49]3[C@@H:54]([NH:55][C:56](=[O:62])[O:57][C:58]([CH3:61])([CH3:60])[CH3:59])[CH2:53][CH2:52][O:51][CH2:50]3)=[CH:38][CH:37]=2)=[N:40][CH:41]=1)#[N:44]. (4) Given the reactants [NH2:1][C@@H:2]([CH2:15][CH2:16][CH3:17])[C:3]([O:12][CH2:13][CH3:14])([O:9][CH2:10][CH3:11])[C:4]([O:6][CH2:7][CH3:8])=[O:5].[C:18](Cl)([O:20][CH2:21][C:22]1[CH:27]=[CH:26][CH:25]=[CH:24][CH:23]=1)=[O:19].O, predict the reaction product. The product is: [CH2:21]([O:20][C:18]([NH:1][C@@H:2]([CH2:15][CH2:16][CH3:17])[C:3]([O:9][CH2:10][CH3:11])([O:12][CH2:13][CH3:14])[C:4]([O:6][CH2:7][CH3:8])=[O:5])=[O:19])[C:22]1[CH:27]=[CH:26][CH:25]=[CH:24][CH:23]=1. (5) Given the reactants [C:1]([CH:3]=[C:4]1[CH2:7][N:6]([C:8]2([CH3:21])[CH2:13][CH2:12][N:11]([C:14]([O:16][C:17]([CH3:20])([CH3:19])[CH3:18])=[O:15])[CH2:10][CH2:9]2)[CH2:5]1)#[N:2].[NH:22]1[CH:26]=[C:25]([C:27]2[C:28]3[CH:35]=[CH:34][N:33]([CH2:36][O:37][CH2:38][CH2:39][Si:40]([CH3:43])([CH3:42])[CH3:41])[C:29]=3[N:30]=[CH:31][N:32]=2)[CH:24]=[N:23]1.N12CCCN=C1CCCCC2, predict the reaction product. The product is: [C:1]([CH2:3][C:4]1([N:22]2[CH:26]=[C:25]([C:27]3[C:28]4[CH:35]=[CH:34][N:33]([CH2:36][O:37][CH2:38][CH2:39][Si:40]([CH3:43])([CH3:42])[CH3:41])[C:29]=4[N:30]=[CH:31][N:32]=3)[CH:24]=[N:23]2)[CH2:5][N:6]([C:8]2([CH3:21])[CH2:9][CH2:10][N:11]([C:14]([O:16][C:17]([CH3:20])([CH3:19])[CH3:18])=[O:15])[CH2:12][CH2:13]2)[CH2:7]1)#[N:2]. (6) Given the reactants CO[CH:3]1[CH2:7][CH2:6][CH:5](OC)O1.[F:10][C:11]1[CH:17]=[CH:16][CH:15]=[C:14]([F:18])[C:12]=1[NH2:13].N1C=CC=C1, predict the reaction product. The product is: [F:10][C:11]1[CH:17]=[CH:16][CH:15]=[C:14]([F:18])[C:12]=1[N:13]1[CH:3]=[CH:7][CH:6]=[CH:5]1. (7) The product is: [O:15]1[C:11]2([CH2:16][CH2:17][CH:8]([C:5]3[N:6]=[CH:7][C:2]([N:32]=[C:19]([C:20]4[CH:25]=[CH:24][CH:23]=[CH:22][CH:21]=4)[C:26]4[CH:31]=[CH:30][CH:29]=[CH:28][CH:27]=4)=[CH:3][C:4]=3[CH3:18])[CH2:9][CH2:10]2)[O:12][CH2:13][CH2:14]1. Given the reactants Br[C:2]1[CH:3]=[C:4]([CH3:18])[C:5]([C:8]2[CH2:17][CH2:16][C:11]3([O:15][CH2:14][CH2:13][O:12]3)[CH2:10][CH:9]=2)=[N:6][CH:7]=1.[C:19](=[NH:32])([C:26]1[CH:31]=[CH:30][CH:29]=[CH:28][CH:27]=1)[C:20]1[CH:25]=[CH:24][CH:23]=[CH:22][CH:21]=1.CC(C)([O-])C.[Na+], predict the reaction product. (8) Given the reactants [N+:1]([C:4]1[CH:9]=[CH:8][C:7]([CH:10]2[CH2:15][CH2:14][CH2:13][N:12]([CH2:16][CH2:17][CH3:18])[CH2:11]2)=[CH:6][CH:5]=1)([O-])=O.[Sn](Cl)Cl, predict the reaction product. The product is: [CH2:16]([N:12]1[CH2:13][CH2:14][CH2:15][CH:10]([C:7]2[CH:6]=[CH:5][C:4]([NH2:1])=[CH:9][CH:8]=2)[CH2:11]1)[CH2:17][CH3:18]. (9) Given the reactants [Cl:1][C:2]1[CH:14]=[CH:13][C:5]2[NH:6][C:7]([CH2:9][C:10]([OH:12])=O)=[N:8][C:4]=2[CH:3]=1.CN(C(ON1N=[N:30][C:25]2[CH:26]=[CH:27][CH:28]=[CH:29][C:24]1=2)=[N+](C)C)C.[B-](F)(F)(F)F.C[N:38]1[CH2:43][CH2:42]O[CH2:40][CH2:39]1.ClCl.ClCCl.[CH2:49]([OH:51])[CH3:50], predict the reaction product. The product is: [Cl:1][C:2]1[CH:14]=[CH:13][C:5]2[NH:6][C:7]([CH2:9][C:10]([NH:30][C:25]3[CH:24]=[CH:29][C:50]([C:49]([N:38]4[CH2:43][CH2:42][CH2:40][CH2:39]4)=[O:51])=[C:27]([CH3:28])[CH:26]=3)=[O:12])=[N:8][C:4]=2[CH:3]=1. (10) Given the reactants [CH2:1]([O:3]/[C:4](=[CH:10]\[C:11]1[CH:16]=[CH:15][C:14]([C:17]2[CH:22]=[CH:21][CH:20]=[C:19]([NH:23][CH3:24])[CH:18]=2)=[CH:13][CH:12]=1)/[C:5]([O:7][CH2:8][CH3:9])=[O:6])[CH3:2].[CH3:25][C:26]1[CH:31]=[CH:30][C:29]([N:32]=[C:33]=[O:34])=[CH:28][CH:27]=1, predict the reaction product. The product is: [CH2:1]([O:3]/[C:4](=[CH:10]\[C:11]1[CH:16]=[CH:15][C:14]([C:17]2[CH:22]=[CH:21][CH:20]=[C:19]([N:23]([CH3:24])[C:33]([NH:32][C:29]3[CH:30]=[CH:31][C:26]([CH3:25])=[CH:27][CH:28]=3)=[O:34])[CH:18]=2)=[CH:13][CH:12]=1)/[C:5]([O:7][CH2:8][CH3:9])=[O:6])[CH3:2].